From a dataset of Forward reaction prediction with 1.9M reactions from USPTO patents (1976-2016). Predict the product of the given reaction. (1) Given the reactants [C:1]1([C:13]([OH:15])=O)[C:11]2=[C:12]3[C:7](=[CH:8][CH:9]=[CH:10]2)[CH2:6][CH2:5][CH2:4][N:3]3[CH:2]=1.[C:16]([NH:24][NH2:25])(=O)[C:17]1[CH:22]=[CH:21][CH:20]=[CH:19][CH:18]=1, predict the reaction product. The product is: [C:1]1([C:13]2[O:15][C:16]([C:17]3[CH:22]=[CH:21][CH:20]=[CH:19][CH:18]=3)=[N:24][N:25]=2)[C:11]2=[C:12]3[C:7](=[CH:8][CH:9]=[CH:10]2)[CH2:6][CH2:5][CH2:4][N:3]3[CH:2]=1. (2) Given the reactants N1([C:6]([O:8][CH2:9][C:10]2[C:15]([Cl:16])=[CH:14][CH:13]=[C:12]([CH3:17])[C:11]=2[F:18])=[O:7])C=CN=C1.[OH:19][C@H:20]1[CH2:24][N:23]([C:25]([C:27]2[CH:32]=[CH:31][CH:30]=[CH:29][CH:28]=2)=[O:26])[C@@H:22]2[CH2:33][CH2:34][NH:35][C@H:21]12, predict the reaction product. The product is: [C:25]([N:23]1[C@H:22]2[C@H:21]([N:35]([C:6]([O:8][CH2:9][C:10]3[C:15]([Cl:16])=[CH:14][CH:13]=[C:12]([CH3:17])[C:11]=3[F:18])=[O:7])[CH2:34][CH2:33]2)[C@@H:20]([OH:19])[CH2:24]1)(=[O:26])[C:27]1[CH:32]=[CH:31][CH:30]=[CH:29][CH:28]=1. (3) Given the reactants [NH2:1][C:2]1[C:3]([CH2:13][CH3:14])=[C:4]([CH:9]=[C:10]([Cl:12])[CH:11]=1)[C:5]([O:7][CH3:8])=[O:6].O=[C:16]1[CH2:21][CH2:20][CH:19]([NH:22][C:23](=[O:29])[O:24][C:25]([CH3:28])([CH3:27])[CH3:26])[CH2:18][CH2:17]1.C(O)(=O)C.C(O[BH-](OC(=O)C)OC(=O)C)(=O)C.[Na+].C([O-])(O)=O.[Na+], predict the reaction product. The product is: [C:25]([O:24][C:23]([NH:22][CH:19]1[CH2:20][CH2:21][CH:16]([NH:1][C:2]2[C:3]([CH2:13][CH3:14])=[C:4]([CH:9]=[C:10]([Cl:12])[CH:11]=2)[C:5]([O:7][CH3:8])=[O:6])[CH2:17][CH2:18]1)=[O:29])([CH3:28])([CH3:26])[CH3:27]. (4) The product is: [N:1]([C@H:4]1[CH2:12][N:11]2[C@H:6]([CH2:7][C:8](=[O:13])[CH2:9][CH2:10]2)[CH2:5]1)=[N+:2]=[N-:3]. Given the reactants [N:1]([C@H:4]1[CH2:12][N:11]2[C@H:6]([CH2:7][C:8](OC)([O:13]C)[CH2:9][CH2:10]2)[CH2:5]1)=[N+:2]=[N-:3], predict the reaction product. (5) Given the reactants Cl.[NH:2]1[C:6]2[CH:7]=[CH:8][CH:9]=[CH:10][C:5]=2[N:4]=[C:3]1[C@H:11]([NH2:21])[CH2:12][C:13]1[CH:18]=[CH:17][C:16]([O:19][CH3:20])=[CH:15][CH:14]=1.[CH2:22]([O:24][C:25]1[CH:30]=[CH:29][CH:28]=[CH:27][C:26]=1[CH2:31][CH2:32][NH2:33])[CH3:23].[C:34](O)(C(F)(F)F)=[O:35], predict the reaction product. The product is: [NH:2]1[C:6]2[CH:7]=[CH:8][CH:9]=[CH:10][C:5]=2[N:4]=[C:3]1[C@H:11]([NH:21][C:34]([NH:33][CH2:32][CH2:31][C:26]1[CH:27]=[CH:28][CH:29]=[CH:30][C:25]=1[O:24][CH2:22][CH3:23])=[O:35])[CH2:12][C:13]1[CH:18]=[CH:17][C:16]([O:19][CH3:20])=[CH:15][CH:14]=1. (6) Given the reactants [Br:1][C:2]1[CH:3]=[C:4]([CH:8]=[CH:9][N:10]=1)[C:5]([OH:7])=O.[CH:11]([C:14]1[CH:15]=[C:16]([CH:18]=[CH:19][CH:20]=1)[NH2:17])([CH3:13])[CH3:12], predict the reaction product. The product is: [Br:1][C:2]1[CH:3]=[C:4]([CH:8]=[CH:9][N:10]=1)[C:5]([NH:17][C:16]1[CH:18]=[CH:19][CH:20]=[C:14]([CH:11]([CH3:13])[CH3:12])[CH:15]=1)=[O:7]. (7) Given the reactants [S:1]1[C:5]2[CH:6]=[CH:7][CH:8]=[CH:9][C:4]=2[N:3]=[C:2]1[NH:10][C:11](=[O:37])[N:12]([C@H:28]1[CH2:32][CH2:31][C@H:30]([C:33]([O:35]C)=[O:34])[CH2:29]1)[CH2:13][CH2:14][CH:15]([C:22]1[CH:27]=[CH:26][CH:25]=[CH:24][CH:23]=1)[C:16]1[CH:21]=[CH:20][CH:19]=[CH:18][CH:17]=1.O.[OH-].[Li+], predict the reaction product. The product is: [S:1]1[C:5]2[CH:6]=[CH:7][CH:8]=[CH:9][C:4]=2[N:3]=[C:2]1[NH:10][C:11](=[O:37])[N:12]([C@H:28]1[CH2:32][CH2:31][C@H:30]([C:33]([OH:35])=[O:34])[CH2:29]1)[CH2:13][CH2:14][CH:15]([C:16]1[CH:17]=[CH:18][CH:19]=[CH:20][CH:21]=1)[C:22]1[CH:27]=[CH:26][CH:25]=[CH:24][CH:23]=1.